From a dataset of Forward reaction prediction with 1.9M reactions from USPTO patents (1976-2016). Predict the product of the given reaction. (1) Given the reactants Br[C:2]1[C:25](=[O:26])[N:24]([CH:27]2[CH2:31][CH2:30][CH2:29][CH2:28]2)[C:5]2[N:6]=[C:7]([NH:10][C:11]3[CH:16]=[CH:15][C:14]([N:17]4[CH2:22][CH2:21][N:20]([CH3:23])[CH2:19][CH2:18]4)=[CH:13][N:12]=3)[N:8]=[CH:9][C:4]=2[C:3]=1[CH3:32].C1(C)C=CC=CC=1.C([Sn](CCCC)(CCCC)[C:45]([O:47][CH2:48][CH3:49])=[CH2:46])CCC, predict the reaction product. The product is: [CH:27]1([N:24]2[C:5]3[N:6]=[C:7]([NH:10][C:11]4[CH:16]=[CH:15][C:14]([N:17]5[CH2:22][CH2:21][N:20]([CH3:23])[CH2:19][CH2:18]5)=[CH:13][N:12]=4)[N:8]=[CH:9][C:4]=3[C:3]([CH3:32])=[C:2]([C:45]([O:47][CH2:48][CH3:49])=[CH2:46])[C:25]2=[O:26])[CH2:28][CH2:29][CH2:30][CH2:31]1. (2) Given the reactants C[CH2:2][CH:3]([C:8]([O:10][CH2:11][CH3:12])=[O:9])[C:4]([O:6][CH3:7])=[O:5].[O-][CH2:14]C.[Na+].[Na].[N+:18]([C:21]1[CH:28]=[CH:27][C:24]([CH2:25]Br)=[CH:23][CH:22]=1)([O-:20])=[O:19], predict the reaction product. The product is: [N+:18]([C:21]1[CH:28]=[CH:27][C:24]([CH2:25][C:3]([CH3:2])([C:4]([O:6][CH2:7][CH3:14])=[O:5])[C:8]([O:10][CH2:11][CH3:12])=[O:9])=[CH:23][CH:22]=1)([O-:20])=[O:19]. (3) Given the reactants [C:1]([C:3]1[CH:4]=[C:5]2[C:9](=[CH:10][CH:11]=1)[N:8]([CH2:12][C:13]1[CH:18]=[CH:17][CH:16]=[C:15]([O:19][C:20]([F:23])([F:22])[F:21])[CH:14]=1)[C:7]([C:24](O)=[O:25])=[CH:6]2)#[N:2].[NH2:27][C:28]1([CH2:31][OH:32])[CH2:30][CH2:29]1, predict the reaction product. The product is: [OH:32][CH2:31][C:28]1([NH:27][C:24]([C:7]2[N:8]([CH2:12][C:13]3[CH:18]=[CH:17][CH:16]=[C:15]([O:19][C:20]([F:23])([F:21])[F:22])[CH:14]=3)[C:9]3[C:5]([CH:6]=2)=[CH:4][C:3]([C:1]#[N:2])=[CH:11][CH:10]=3)=[O:25])[CH2:30][CH2:29]1. (4) Given the reactants [N:1]1([C:7]2[CH:16]=[CH:15][CH:14]=[C:13]3[C:8]=2[CH2:9][CH2:10][CH2:11][C:12]3=[O:17])[CH2:6][CH2:5][NH:4][CH2:3][CH2:2]1.[O:18]=[C:19]1[NH:28][C:27]2[N:26]=[C:25]([O:29][CH2:30][CH2:31][CH2:32][CH:33]=O)[CH:24]=[CH:23][C:22]=2[CH:21]=[CH:20]1, predict the reaction product. The product is: [O:17]=[C:12]1[CH2:11][CH2:10][CH2:9][C:8]2[C:7]([N:1]3[CH2:2][CH2:3][N:4]([CH2:33][CH2:32][CH2:31][CH2:30][O:29][C:25]4[N:26]=[C:27]5[C:22]([CH:21]=[CH:20][C:19](=[O:18])[NH:28]5)=[CH:23][CH:24]=4)[CH2:5][CH2:6]3)=[CH:16][CH:15]=[CH:14][C:13]1=2. (5) The product is: [ClH:19].[Br:11][C:12]1[CH:17]=[CH:16][C:15]([NH:18][C:21]2[C:26]([C:27]([OH:29])=[O:28])=[CH:25][N:24]=[C:23]([Cl:30])[CH:22]=2)=[C:14]([Cl:19])[CH:13]=1. Given the reactants [Li+].C[Si]([N-][Si](C)(C)C)(C)C.[Br:11][C:12]1[CH:17]=[CH:16][C:15]([NH2:18])=[C:14]([Cl:19])[CH:13]=1.Cl[C:21]1[C:26]([C:27]([OH:29])=[O:28])=[CH:25][N:24]=[C:23]([Cl:30])[CH:22]=1, predict the reaction product.